From a dataset of Peptide-MHC class I binding affinity with 185,985 pairs from IEDB/IMGT. Regression. Given a peptide amino acid sequence and an MHC pseudo amino acid sequence, predict their binding affinity value. This is MHC class I binding data. (1) The peptide sequence is RPVGISSMV. The MHC is HLA-B27:05 with pseudo-sequence HLA-B27:05. The binding affinity (normalized) is 0.0847. (2) The peptide sequence is LTHFNNNENV. The MHC is HLA-A02:03 with pseudo-sequence HLA-A02:03. The binding affinity (normalized) is 0.178. (3) The peptide sequence is ALASAAAAV. The MHC is HLA-A02:01 with pseudo-sequence HLA-A02:01. The binding affinity (normalized) is 0.562. (4) The peptide sequence is YVSAIAQTEK. The MHC is HLA-A11:01 with pseudo-sequence HLA-A11:01. The binding affinity (normalized) is 0.469. (5) The peptide sequence is LRYGNVLDV. The MHC is HLA-A80:01 with pseudo-sequence HLA-A80:01. The binding affinity (normalized) is 0.0847. (6) The peptide sequence is RLGPGTLDF. The MHC is HLA-B58:01 with pseudo-sequence HLA-B58:01. The binding affinity (normalized) is 0.305. (7) The peptide sequence is EMWAQDAA. The MHC is HLA-B37:01 with pseudo-sequence HLA-B37:01. The binding affinity (normalized) is 0. (8) The binding affinity (normalized) is 0.153. The MHC is HLA-A02:01 with pseudo-sequence HLA-A02:01. The peptide sequence is GCLRIQSLM. (9) The peptide sequence is LSSIGIPAY. The MHC is HLA-A11:01 with pseudo-sequence HLA-A11:01. The binding affinity (normalized) is 0.0847.